Dataset: Reaction yield outcomes from USPTO patents with 853,638 reactions. Task: Predict the reaction yield, written as a fraction of the theoretical maximum amount of product (1.0 means a 100% yield; for example, 0.34 means a 34% yield). (1) The reactants are [F:1][C:2]1[CH:3]=[CH:4][C:5]2[C:9]([CH:10]3[CH2:15][CH2:14][N:13]([CH2:16][CH2:17][CH2:18][N:19]4[C:27]5[CH2:26][CH2:25][N:24]([S:28]([CH3:31])(=[O:30])=[O:29])[CH2:23][C:22]=5[C:21]([C:32]5[CH:37]=[CH:36][C:35]([C:38]([F:41])([F:40])[F:39])=[CH:34][CH:33]=5)=[N:20]4)[CH2:12][CH2:11]3)=[C:8]([C:42]([OH:44])=O)[S:7][C:6]=2[CH:45]=1.CN(C(ON1N=NC2C=CC=CC1=2)=[N+](C)C)C.F[P-](F)(F)(F)(F)F.CCN(C(C)C)C(C)C.[NH2:79][CH2:80][CH2:81][N:82]1[CH2:87][CH2:86][O:85][CH2:84][CH2:83]1. The catalyst is CN(C=O)C. The product is [N:82]1([CH2:81][CH2:80][NH:79][C:42]([C:8]2[S:7][C:6]3[CH:45]=[C:2]([F:1])[CH:3]=[CH:4][C:5]=3[C:9]=2[CH:10]2[CH2:11][CH2:12][N:13]([CH2:16][CH2:17][CH2:18][N:19]3[C:27]4[CH2:26][CH2:25][N:24]([S:28]([CH3:31])(=[O:29])=[O:30])[CH2:23][C:22]=4[C:21]([C:32]4[CH:37]=[CH:36][C:35]([C:38]([F:41])([F:39])[F:40])=[CH:34][CH:33]=4)=[N:20]3)[CH2:14][CH2:15]2)=[O:44])[CH2:87][CH2:86][O:85][CH2:84][CH2:83]1. The yield is 0.650. (2) The reactants are Cl.Cl[C:3]1[CH:8]=[CH:7][C:6]([CH:9]([C:12]2[CH:17]=[CH:16][CH:15]=[CH:14][CH:13]=2)[CH2:10][NH2:11])=[CH:5][CH:4]=1.CC1(C)C(C)(C)OB([C:26]2[CH:27]=[N:28][NH:29][CH:30]=2)O1.C(=O)([O-])[O-].[K+].[K+]. The catalyst is C1(C)C=CC=CC=1.C(O)C.O.CC(C)([P](C(C)(C)C)([Pd][P](C(C)(C)C)(C(C)(C)C)C(C)(C)C)C(C)(C)C)C. The product is [C:12]1([CH:9]([C:6]2[CH:7]=[CH:8][C:3]([C:26]3[CH:27]=[N:28][NH:29][CH:30]=3)=[CH:4][CH:5]=2)[CH2:10][NH2:11])[CH:17]=[CH:16][CH:15]=[CH:14][CH:13]=1. The yield is 0.0900. (3) The reactants are C(OC([NH:8][CH2:9][CH:10]([OH:26])[CH:11]([P:13](C(OCC)(OCC)C)(=[O:17])[O:14]CC)[F:12])=O)(C)(C)C.Cl. The catalyst is CO. The product is [NH2:8][CH2:9][CH:10]([OH:26])[CH:11]([PH:13](=[O:14])[OH:17])[F:12]. The yield is 0.560.